Dataset: Reaction yield outcomes from USPTO patents with 853,638 reactions. Task: Predict the reaction yield, written as a fraction of the theoretical maximum amount of product (1.0 means a 100% yield; for example, 0.34 means a 34% yield). (1) The reactants are [SH:1][CH2:2][CH2:3][CH2:4][CH2:5][CH2:6][CH2:7][CH2:8][CH2:9][CH2:10][CH2:11][CH2:12][O:13][CH2:14][CH2:15][O:16][CH2:17][CH2:18][O:19][CH2:20][CH2:21][O:22][CH2:23][CH2:24][O:25][CH2:26][CH2:27][O:28][CH2:29][CH2:30][OH:31].[C:32]1([C:38](Cl)([C:45]2[CH:50]=[CH:49][CH:48]=[CH:47][CH:46]=2)[C:39]2[CH:44]=[CH:43][CH:42]=[CH:41][CH:40]=2)[CH:37]=[CH:36][CH:35]=[CH:34][CH:33]=1. The catalyst is C1COCC1. The product is [C:38]([S:1][CH2:2][CH2:3][CH2:4][CH2:5][CH2:6][CH2:7][CH2:8][CH2:9][CH2:10][CH2:11][CH2:12][O:13][CH2:14][CH2:15][O:16][CH2:17][CH2:18][O:19][CH2:20][CH2:21][O:22][CH2:23][CH2:24][O:25][CH2:26][CH2:27][O:28][CH2:29][CH2:30][OH:31])([C:32]1[CH:37]=[CH:36][CH:35]=[CH:34][CH:33]=1)([C:45]1[CH:46]=[CH:47][CH:48]=[CH:49][CH:50]=1)[C:39]1[CH:40]=[CH:41][CH:42]=[CH:43][CH:44]=1. The yield is 0.490. (2) The reactants are Cl[CH2:2][CH2:3][C:4]([C:10]1[CH:15]=[CH:14][CH:13]=[CH:12][CH:11]=1)([OH:9])[CH2:5][C:6]([CH3:8])=[CH2:7].[Br:16][C:17]1[CH:22]=[CH:21][C:20]([C@@H:23]([NH2:25])[CH3:24])=[CH:19][CH:18]=1.C([O-])([O-])=O.[K+].[K+]. The catalyst is C(#N)C. The product is [Br:16][C:17]1[CH:22]=[CH:21][C:20]([C@@H:23]([NH:25][CH2:2][CH2:3][C:4]([C:10]2[CH:15]=[CH:14][CH:13]=[CH:12][CH:11]=2)([OH:9])[CH2:5][C:6]([CH3:8])=[CH2:7])[CH3:24])=[CH:19][CH:18]=1. The yield is 0.600. (3) The reactants are Br[C:2]1[CH:3]=[N:4][N:5]([CH3:17])[C:6]=1[C:7]1[CH:8]=[C:9]([C:13]([O:15][CH3:16])=[O:14])[S:10][C:11]=1[CH3:12].C(=O)([O-])[O-].[K+].[K+].[CH3:24][C:25]1(C)[C:29](C)(C)OB(C(C)=C)O1. The catalyst is O1CCOCC1.O.CC(C)([P](C(C)(C)C)([Pd][P](C(C)(C)C)(C(C)(C)C)C(C)(C)C)C(C)(C)C)C. The product is [CH3:12][C:11]1[S:10][C:9]([C:13]([O:15][CH3:16])=[O:14])=[CH:8][C:7]=1[C:6]1[N:5]([CH3:17])[N:4]=[CH:3][C:2]=1[C:25]([CH3:29])=[CH2:24]. The yield is 0.610. (4) The reactants are [CH3:1][O:2][C:3]1[CH:8]=[CH:7][C:6]([C:9]([F:12])([F:11])[F:10])=[CH:5][C:4]=1[C:13]1[N:18]2[N:19]=[C:20]([C:22]3([CH2:40][C:41]([N:43]([CH3:45])[CH3:44])=[O:42])[CH:39]=[CH:38][C:25]4[CH2:26][CH2:27][N:28](CCS(=O)(=O)NC)[CH2:29][CH2:30][C:24]=4[CH2:23]3)[N:21]=[C:17]2[CH:16]=[CH:15][CH:14]=1.ClCC(N(C)C)=O. No catalyst specified. The product is [CH3:1][O:2][C:3]1[CH:8]=[CH:7][C:6]([C:9]([F:11])([F:12])[F:10])=[CH:5][C:4]=1[C:13]1[N:18]2[N:19]=[C:20]([C:22]3([CH2:40][C:41]([N:43]([CH3:45])[CH3:44])=[O:42])[CH:39]=[CH:38][C:25]4[CH2:26][CH2:27][NH:28][CH2:29][CH2:30][C:24]=4[CH2:23]3)[N:21]=[C:17]2[CH:16]=[CH:15][CH:14]=1. The yield is 0.290. (5) The reactants are [N+:1]([C:4]1[CH:5]=[CH:6][C:7]2[CH2:13][CH2:12][CH2:11][CH2:10][N:9]([C:14](=[O:16])[CH3:15])[C:8]=2[CH:17]=1)([O-])=O. The catalyst is CCO.[Pd]. The product is [NH2:1][C:4]1[CH:5]=[CH:6][C:7]2[CH2:13][CH2:12][CH2:11][CH2:10][N:9]([C:14](=[O:16])[CH3:15])[C:8]=2[CH:17]=1. The yield is 0.900. (6) The reactants are [NH2:1][C:2]1[C:7]([CH:8]=[O:9])=[CH:6][CH:5]=[CH:4][N:3]=1.[Br:10]Br. The catalyst is C(OCC)C. The product is [NH2:1][C:2]1[N:3]=[CH:4][C:5]([Br:10])=[CH:6][C:7]=1[CH:8]=[O:9]. The yield is 0.880. (7) The reactants are [Br:1][C:2]1[CH:9]=[CH:8][CH:7]=[CH:6][C:3]=1[CH2:4][OH:5].[O:10]1[CH:15]=[CH:14][CH2:13][CH2:12][CH2:11]1.C(=O)(O)[O-].[Na+]. The catalyst is ClCCl.C1(C)C=CC(S([O-])(=O)=O)=CC=1.[NH+]1C=CC=CC=1. The product is [Br:1][C:2]1[CH:9]=[CH:8][CH:7]=[CH:6][C:3]=1[CH2:4][O:5][CH:11]1[CH2:12][CH2:13][CH2:14][CH2:15][O:10]1. The yield is 0.993.